From a dataset of Catalyst prediction with 721,799 reactions and 888 catalyst types from USPTO. Predict which catalyst facilitates the given reaction. (1) Reactant: [OH:1][C:2]1[CH:3]=[C:4]([CH:7]=[CH:8][C:9]=1[N+:10]([O-:12])=[O:11])[CH:5]=[O:6].IC.[C:15](=O)([O-])[O-].[K+].[K+].O. Product: [CH3:15][O:1][C:2]1[CH:3]=[C:4]([CH:7]=[CH:8][C:9]=1[N+:10]([O-:12])=[O:11])[CH:5]=[O:6]. The catalyst class is: 3. (2) Reactant: [CH2:1]([O:8][C:9](=[O:32])[NH:10][CH2:11][C:12]1([C:25]2[CH:30]=[CH:29][CH:28]=[C:27]([Cl:31])[CH:26]=2)[CH2:17][CH2:16][C:15](=[N:18][S:19]([C:21]([CH3:24])([CH3:23])[CH3:22])=[O:20])[CH2:14][CH2:13]1)[C:2]1[CH:7]=[CH:6][CH:5]=[CH:4][CH:3]=1.[CH3:33][Mg]Br.CCOCC. Product: [CH2:1]([O:8][C:9](=[O:32])[NH:10][CH2:11][C:12]1([C:25]2[CH:30]=[CH:29][CH:28]=[C:27]([Cl:31])[CH:26]=2)[CH2:13][CH2:14][C:15]([CH3:33])([NH:18][S:19]([C:21]([CH3:24])([CH3:23])[CH3:22])=[O:20])[CH2:16][CH2:17]1)[C:2]1[CH:3]=[CH:4][CH:5]=[CH:6][CH:7]=1. The catalyst class is: 2. (3) Reactant: [O:1]1[CH2:6][CH2:5][CH:4]([NH:7][C:8]2[N:13]=[C:12]([C:14]3[CH:19]=[CH:18][NH:17][C:16](=[O:20])[CH:15]=3)[CH:11]=[CH:10][N:9]=2)[CH2:3][CH2:2]1.[C:21]([O-])([O-])=O.[K+].[K+].C([Si]([O:34][C:35]1([C:38]2[CH:43]=[CH:42][C:41]([Cl:44])=[C:40]([F:45])[CH:39]=2)[CH2:37][O:36]1)(C)C)(C)(C)C. Product: [Cl:44][C:41]1[CH:42]=[CH:43][C:38]([C:35]([OH:34])([CH2:37][OH:36])[CH2:21][N:17]2[CH:18]=[CH:19][C:14]([C:12]3[CH:11]=[CH:10][N:9]=[C:8]([NH:7][CH:4]4[CH2:5][CH2:6][O:1][CH2:2][CH2:3]4)[N:13]=3)=[CH:15][C:16]2=[O:20])=[CH:39][C:40]=1[F:45]. The catalyst class is: 18. (4) Reactant: [F:1][C:2]([F:15])([F:14])[O:3][C:4]1[CH:13]=[CH:12][C:7]2[N:8]=[C:9]([NH2:11])[S:10][C:6]=2[CH:5]=1.C(N=C=NCCCN(C)C)C.ON1C2C=CC=CC=2N=N1.[CH3:37][O:38][C:39]1[CH:49]=[CH:48][C:47](/[CH:50]=[CH:51]\[C:52]2[CH:57]=[C:56]([O:58][CH3:59])[C:55]([O:60][CH3:61])=[C:54]([O:62][CH3:63])[CH:53]=2)=[CH:46][C:40]=1[O:41][CH2:42][C:43](O)=[O:44]. Product: [F:15][C:2]([F:1])([F:14])[O:3][C:4]1[CH:13]=[CH:12][C:7]2[N:8]=[C:9]([NH:11][C:43](=[O:44])[CH2:42][O:41][C:40]3[CH:46]=[C:47](/[CH:50]=[CH:51]\[C:52]4[CH:57]=[C:56]([O:58][CH3:59])[C:55]([O:60][CH3:61])=[C:54]([O:62][CH3:63])[CH:53]=4)[CH:48]=[CH:49][C:39]=3[O:38][CH3:37])[S:10][C:6]=2[CH:5]=1. The catalyst class is: 46. (5) Reactant: C(NC(C)C)(C)C.[Li]CCCC.[Li+].CC([N-]C(C)C)C.[Br:21][C:22]1[CH:27]=[CH:26][CH:25]=[C:24]([CH3:28])[N:23]=1.[CH3:29][N:30]1[CH:34]=[C:33]([CH:35]=[O:36])[CH:32]=[N:31]1.[NH4+].[Cl-]. Product: [Br:21][C:22]1[N:23]=[C:24]([CH2:28][CH:35]([C:33]2[CH:32]=[N:31][N:30]([CH3:29])[CH:34]=2)[OH:36])[CH:25]=[CH:26][CH:27]=1. The catalyst class is: 1.